From a dataset of Catalyst prediction with 721,799 reactions and 888 catalyst types from USPTO. Predict which catalyst facilitates the given reaction. Reactant: [CH3:1][O:2][C:3]1[CH:4]=[C:5]([CH:9]=[C:10]([O:12][CH3:13])[CH:11]=1)[C:6](Cl)=[O:7].C([N:16]([CH2:19][CH3:20])[CH2:17][CH3:18])C. Product: [CH3:1][O:2][C:3]1[CH:4]=[C:5]([CH:9]=[C:10]([O:12][CH3:13])[CH:11]=1)[C:6]([N:16]1[CH2:17][CH2:18][C:5]2[C:20](=[CH:10][CH:11]=[C:3]([OH:2])[CH:4]=2)[CH2:19]1)=[O:7]. The catalyst class is: 2.